The task is: Predict which catalyst facilitates the given reaction.. This data is from Catalyst prediction with 721,799 reactions and 888 catalyst types from USPTO. (1) Reactant: [C:1](Cl)(=[O:6])[C:2]([CH3:5])([CH3:4])[CH3:3].[CH3:8][C:9]1([CH3:19])[C:14](=[O:15])[O:13][CH2:12][C:11]([CH3:18])([CH2:16][OH:17])[NH:10]1. Product: [CH3:8][C:9]1([CH3:19])[C:14](=[O:15])[O:13][CH2:12][C:11]([CH3:18])([CH2:16][O:17][C:1](=[O:6])[C:2]([CH3:5])([CH3:4])[CH3:3])[NH:10]1. The catalyst class is: 119. (2) Reactant: [C:1]([O:5][C:6](=[O:27])[NH:7][C@H:8]([CH2:25][OH:26])[CH2:9][C:10]1[CH:15]=[CH:14][C:13]([O:16][C:17]2[C:22]([C:23]#[N:24])=[CH:21][CH:20]=[CH:19][N:18]=2)=[CH:12][CH:11]=1)([CH3:4])([CH3:3])[CH3:2].[OH:28]O.[OH-].[Na+].Cl. Product: [C:1]([O:5][C:6]([NH:7][C@H:8]([CH2:25][OH:26])[CH2:9][C:10]1[CH:11]=[CH:12][C:13]([O:16][C:17]2[N:18]=[CH:19][CH:20]=[CH:21][C:22]=2[C:23]([NH2:24])=[O:28])=[CH:14][CH:15]=1)=[O:27])([CH3:3])([CH3:2])[CH3:4]. The catalyst class is: 16. (3) Reactant: C([O:8][C:9]1[CH:10]=[CH:11][CH:12]=[C:13]2[C:17]=1[NH:16][CH:15]=[C:14]2[CH2:18][C@H:19]([N:21]([CH2:29][C@@H:30]([C:39]1[CH:40]=[N:41][CH:42]=[CH:43][CH:44]=1)[O:31][Si:32]([CH2:37][CH3:38])([CH2:35][CH3:36])[CH2:33][CH3:34])[C:22](=[O:28])[O:23][C:24]([CH3:27])([CH3:26])[CH3:25])[CH3:20])C1C=CC=CC=1.P([O-])([O-])([O-])=O. Product: [OH:8][C:9]1[CH:10]=[CH:11][CH:12]=[C:13]2[C:17]=1[NH:16][CH:15]=[C:14]2[CH2:18][C@H:19]([N:21]([CH2:29][C@@H:30]([C:39]1[CH:40]=[N:41][CH:42]=[CH:43][CH:44]=1)[O:31][Si:32]([CH2:37][CH3:38])([CH2:35][CH3:36])[CH2:33][CH3:34])[C:22](=[O:28])[O:23][C:24]([CH3:27])([CH3:26])[CH3:25])[CH3:20]. The catalyst class is: 19. (4) Product: [Cl:31][C:26]1[CH:27]=[CH:28][CH:29]=[CH:30][C:25]=1[N:17]1[CH:18]=[C:19]([C:21]([F:23])([F:24])[F:22])[N:20]=[C:16]1[C:13]1[S:12][C:11]([C:8]2[CH:9]=[CH:10][C:5]([CH2:4][C:3]([OH:33])=[O:2])=[CH:6][C:7]=2[CH3:32])=[CH:15][CH:14]=1. Reactant: C[O:2][C:3](=[O:33])[CH2:4][C:5]1[CH:10]=[CH:9][C:8]([C:11]2[S:12][C:13]([C:16]3[N:17]([C:25]4[CH:30]=[CH:29][CH:28]=[CH:27][C:26]=4[Cl:31])[CH:18]=[C:19]([C:21]([F:24])([F:23])[F:22])[N:20]=3)=[CH:14][CH:15]=2)=[C:7]([CH3:32])[CH:6]=1.O.[OH-].[Li+].Cl. The catalyst class is: 20. (5) Reactant: C(OC([NH:8][C@@H:9]([C:11]1[C:12]([F:43])=[C:13]([C:17]2[CH:22]=[C:21]([CH2:23][CH2:24][CH2:25][F:26])[CH:20]=[C:19]([CH2:27][O:28][C:29]3[CH:34]=[CH:33][CH:32]=[CH:31][C:30]=3[CH2:35][C:36]([O:38]C(C)(C)C)=[O:37])[CH:18]=2)[CH:14]=[CH:15][CH:16]=1)[CH3:10])=O)(C)(C)C.Cl. Product: [NH2:8][C@@H:9]([C:11]1[C:12]([F:43])=[C:13]([C:17]2[CH:22]=[C:21]([CH2:23][CH2:24][CH2:25][F:26])[CH:20]=[C:19]([CH2:27][O:28][C:29]3[CH:34]=[CH:33][CH:32]=[CH:31][C:30]=3[CH2:35][C:36]([OH:38])=[O:37])[CH:18]=2)[CH:14]=[CH:15][CH:16]=1)[CH3:10]. The catalyst class is: 269. (6) Reactant: CC([S@]([NH:7][CH:8]([CH:10]1[CH2:15][CH2:14][O:13][CH2:12][CH2:11]1)[CH3:9])=O)(C)C.Cl.O1CCOCC1. Product: [O:13]1[CH2:14][CH2:15][CH:10]([C@@H:8]([NH2:7])[CH3:9])[CH2:11][CH2:12]1. The catalyst class is: 2. (7) The catalyst class is: 213. Product: [CH2:1]([O:8][C:9]([N:11]1[CH2:16][CH2:15][C@@H:14]([N:17]=[N+:18]=[N-:19])[C@H:13]([O:20][CH3:24])[CH2:12]1)=[O:10])[C:2]1[CH:3]=[CH:4][CH:5]=[CH:6][CH:7]=1. Reactant: [CH2:1]([O:8][C:9]([N:11]1[CH2:16][CH2:15][C@@H:14]([N:17]=[N+:18]=[N-:19])[C@H:13]([OH:20])[CH2:12]1)=[O:10])[C:2]1[CH:7]=[CH:6][CH:5]=[CH:4][CH:3]=1.[H-].[Na+].I[CH3:24].[Cl-].[NH4+].